From a dataset of NCI-60 drug combinations with 297,098 pairs across 59 cell lines. Regression. Given two drug SMILES strings and cell line genomic features, predict the synergy score measuring deviation from expected non-interaction effect. (1) Drug 1: C1=CC(=CC=C1CC(C(=O)O)N)N(CCCl)CCCl.Cl. Drug 2: C1=CC=C(C(=C1)C(C2=CC=C(C=C2)Cl)C(Cl)Cl)Cl. Cell line: RXF 393. Synergy scores: CSS=2.84, Synergy_ZIP=-2.22, Synergy_Bliss=0.726, Synergy_Loewe=-6.29, Synergy_HSA=-0.505. (2) Synergy scores: CSS=35.3, Synergy_ZIP=-1.42, Synergy_Bliss=-5.93, Synergy_Loewe=-1.67, Synergy_HSA=-3.26. Cell line: SK-OV-3. Drug 1: C1=CC(=CC=C1CCC2=CNC3=C2C(=O)NC(=N3)N)C(=O)NC(CCC(=O)O)C(=O)O. Drug 2: CC1=C(C(CCC1)(C)C)C=CC(=CC=CC(=CC(=O)O)C)C. (3) Drug 1: C1=NC(=NC(=O)N1C2C(C(C(O2)CO)O)O)N. Drug 2: CC1C(C(CC(O1)OC2CC(CC3=C2C(=C4C(=C3O)C(=O)C5=C(C4=O)C(=CC=C5)OC)O)(C(=O)CO)O)N)O.Cl. Cell line: 786-0. Synergy scores: CSS=45.2, Synergy_ZIP=-5.95, Synergy_Bliss=-0.263, Synergy_Loewe=-7.62, Synergy_HSA=2.87. (4) Drug 1: C1=CC=C(C(=C1)C(C2=CC=C(C=C2)Cl)C(Cl)Cl)Cl. Drug 2: CC1CCCC2(C(O2)CC(NC(=O)CC(C(C(=O)C(C1O)C)(C)C)O)C(=CC3=CSC(=N3)C)C)C. Cell line: T-47D. Synergy scores: CSS=30.4, Synergy_ZIP=0.999, Synergy_Bliss=-2.58, Synergy_Loewe=-23.7, Synergy_HSA=-4.18. (5) Drug 1: CC1C(C(CC(O1)OC2CC(OC(C2O)C)OC3=CC4=CC5=C(C(=O)C(C(C5)C(C(=O)C(C(C)O)O)OC)OC6CC(C(C(O6)C)O)OC7CC(C(C(O7)C)O)OC8CC(C(C(O8)C)O)(C)O)C(=C4C(=C3C)O)O)O)O. Drug 2: CCN(CC)CCCC(C)NC1=C2C=C(C=CC2=NC3=C1C=CC(=C3)Cl)OC. Cell line: EKVX. Synergy scores: CSS=23.8, Synergy_ZIP=-2.54, Synergy_Bliss=-0.103, Synergy_Loewe=-4.10, Synergy_HSA=1.07. (6) Drug 1: CN1CCC(CC1)COC2=C(C=C3C(=C2)N=CN=C3NC4=C(C=C(C=C4)Br)F)OC. Drug 2: C1=CC(=CC=C1CCC2=CNC3=C2C(=O)NC(=N3)N)C(=O)NC(CCC(=O)O)C(=O)O. Cell line: SNB-19. Synergy scores: CSS=39.8, Synergy_ZIP=2.87, Synergy_Bliss=5.63, Synergy_Loewe=-7.07, Synergy_HSA=6.45.